Predict the product of the given reaction. From a dataset of Forward reaction prediction with 1.9M reactions from USPTO patents (1976-2016). (1) Given the reactants Cl.[C:2]([C:10]1[CH:18]=[CH:17][C:13]([C:14]([OH:16])=[O:15])=[C:12]([N:19]([C:23]2[CH:28]=[CH:27][C:26]([F:29])=[CH:25][CH:24]=2)C(=O)C)[CH:11]=1)(=[O:9])[C:3]1[CH:8]=[CH:7][CH:6]=[CH:5][CH:4]=1, predict the reaction product. The product is: [C:2]([C:10]1[CH:18]=[CH:17][C:13]([C:14]([OH:16])=[O:15])=[C:12]([NH:19][C:23]2[CH:24]=[CH:25][C:26]([F:29])=[CH:27][CH:28]=2)[CH:11]=1)(=[O:9])[C:3]1[CH:4]=[CH:5][CH:6]=[CH:7][CH:8]=1. (2) The product is: [O:22]1[CH2:21][CH2:20][CH:19]([C:18]2[C:13]([O:12][CH:10]3[CH2:11][CH:8]([NH2:7])[CH2:9]3)=[N:14][CH:15]=[N:16][CH:17]=2)[CH2:24][CH2:23]1. Given the reactants C(OC(=O)[NH:7][CH:8]1[CH2:11][CH:10]([O:12][C:13]2[C:18]([CH:19]3[CH2:24][CH2:23][O:22][CH2:21][CH2:20]3)=[CH:17][N:16]=[CH:15][N:14]=2)[CH2:9]1)(C)(C)C, predict the reaction product. (3) Given the reactants FC(F)(F)S(O[C:7]1[CH:8]=[CH:9][C:10]2[N:16]3[C:17]([CH3:20])=[N:18][N:19]=[C:15]3[C@H:14]([CH2:21][C:22]([NH:24][CH2:25][CH3:26])=[O:23])[N:13]=[C:12]([C:27]3[CH:32]=[CH:31][C:30]([Cl:33])=[CH:29][CH:28]=3)[C:11]=2[CH:34]=1)(=O)=O.C(=O)([O-])[O-].[K+].[K+].[CH3:43][O:44][C:45]1[CH:46]=[C:47](B(O)O)[CH:48]=[CH:49][CH:50]=1.C1(C)C=CC=CC=1, predict the reaction product. The product is: [Cl:33][C:30]1[CH:29]=[CH:28][C:27]([C:12]2[C:11]3[CH:34]=[C:7]([C:49]4[CH:48]=[CH:47][CH:46]=[C:45]([O:44][CH3:43])[CH:50]=4)[CH:8]=[CH:9][C:10]=3[N:16]3[C:17]([CH3:20])=[N:18][N:19]=[C:15]3[C@H:14]([CH2:21][C:22]([NH:24][CH2:25][CH3:26])=[O:23])[N:13]=2)=[CH:32][CH:31]=1.